From a dataset of Catalyst prediction with 721,799 reactions and 888 catalyst types from USPTO. Predict which catalyst facilitates the given reaction. (1) Reactant: [Br:1][C:2]1[CH:3]=[C:4]2[C:9](=[CH:10][CH:11]=1)[C:8]([CH2:13][CH3:14])(O)[CH2:7][CH2:6][C:5]2([CH3:16])[CH3:15].C1(C)C=CC(S(O)(=O)=O)=CC=1. Product: [Br:1][C:2]1[CH:3]=[C:4]2[C:9]([C:8]([CH2:13][CH3:14])=[CH:7][CH2:6][C:5]2([CH3:15])[CH3:16])=[CH:10][CH:11]=1. The catalyst class is: 638. (2) Reactant: [OH-].[Li+].[F:3][C:4]([F:18])([F:17])[CH:5]([C:7]1[CH:8]=[C:9]([CH:14]=[CH:15][CH:16]=1)[C:10]([O:12]C)=[O:11])[OH:6].Cl. Product: [F:3][C:4]([F:17])([F:18])[CH:5]([C:7]1[CH:8]=[C:9]([CH:14]=[CH:15][CH:16]=1)[C:10]([OH:12])=[O:11])[OH:6]. The catalyst class is: 47.